The task is: Predict the reaction yield, written as a fraction of the theoretical maximum amount of product (1.0 means a 100% yield; for example, 0.34 means a 34% yield).. This data is from Reaction yield outcomes from USPTO patents with 853,638 reactions. (1) The product is [Cl:1][C:2]1[CH:10]=[CH:9][CH:8]=[C:7]([CH3:11])[C:3]=1[C:4]([NH:23][C:24]1[CH:29]=[CH:28][CH:27]=[CH:26][CH:25]=1)=[O:6]. The reactants are [Cl:1][C:2]1[CH:10]=[CH:9][CH:8]=[C:7]([CH3:11])[C:3]=1[C:4]([OH:6])=O.O=S(Cl)Cl.CCN(CC)CC.[NH2:23][C:24]1[CH:29]=[CH:28][CH:27]=[CH:26][CH:25]=1. No catalyst specified. The yield is 0.860. (2) The reactants are [C:1]([NH:6][C:7]1[N:15]=[C:14]2[C:10]([N:11]=[CH:12][N:13]2[C@@H:16]2[O:26][C@H:25]([CH2:27][O:28]C(=O)C(C)C)[C@@H:18]([O:19]C(=O)C(C)C)[CH2:17]2)=[C:9]([C:34]2[S:35][CH:36]=[CH:37][CH:38]=2)[N:8]=1)(=[O:5])[CH:2]([CH3:4])[CH3:3].[Cl-].[NH4+]. The catalyst is [OH-].[Na+]. The product is [C:1]([NH:6][C:7]1[N:15]=[C:14]2[C:10]([N:11]=[CH:12][N:13]2[C@@H:16]2[O:26][C@H:25]([CH2:27][OH:28])[C@@H:18]([OH:19])[CH2:17]2)=[C:9]([C:34]2[S:35][CH:36]=[CH:37][CH:38]=2)[N:8]=1)(=[O:5])[CH:2]([CH3:4])[CH3:3]. The yield is 0.936. (3) The reactants are [CH3:1][C:2]1([CH3:21])[C:6](=[O:7])[N:5]([C:8]2[CH:15]=[CH:14][C:11]([C:12]#[N:13])=[C:10]([C:16]([F:19])([F:18])[F:17])[CH:9]=2)[C:4](=[O:20])[NH:3]1.[Br:22][C:23]1[CH:30]=[CH:29][C:28]([F:31])=[CH:27][C:24]=1[CH2:25]Br. No catalyst specified. The product is [Br:22][C:23]1[CH:30]=[CH:29][C:28]([F:31])=[CH:27][C:24]=1[CH2:25][N:3]1[C:2]([CH3:21])([CH3:1])[C:6](=[O:7])[N:5]([C:8]2[CH:15]=[CH:14][C:11]([C:12]#[N:13])=[C:10]([C:16]([F:19])([F:17])[F:18])[CH:9]=2)[C:4]1=[O:20]. The yield is 0.950. (4) The reactants are C(NC(/[N:6]=[C:7]1/[N:8]([C:15]2[CH:20]=[CH:19][CH:18]=[CH:17][C:16]=2[CH2:21][CH3:22])[C:9](=[O:14])[N:10]([CH2:12][CH3:13])[S:11]/1)=O)C.[OH-].[Na+]. The catalyst is CO. The product is [CH2:12]([N:10]1[C:9](=[O:14])[N:8]([C:15]2[CH:20]=[CH:19][CH:18]=[CH:17][C:16]=2[CH2:21][CH3:22])[C:7](=[NH:6])[S:11]1)[CH3:13]. The yield is 0.650. (5) The reactants are [Br:1][C:2]1[CH:7]=[CH:6][C:5]([C@H:8]([C:20]2[CH:25]=[CH:24][CH:23]=[CH:22][C:21]=2[CH3:26])[CH2:9][C:10]([C:12]2[CH:13]=[CH:14][C:15](=[O:19])[N:16]([CH3:18])[N:17]=2)=[O:11])=[CH:4][CH:3]=1.O.C1(C)C=CC(S(O)(=O)=O)=CC=1.[CH2:39]([C:41]1(C)OCC[O:42]1)C. No catalyst specified. The yield is 0.160. The product is [Br:1][C:2]1[CH:7]=[CH:6][C:5]([C@H:8]([C:20]2[CH:25]=[CH:24][CH:23]=[CH:22][C:21]=2[CH3:26])[CH2:9][C:10]2([C:12]3[CH:13]=[CH:14][C:15](=[O:19])[N:16]([CH3:18])[N:17]=3)[O:42][CH2:41][CH2:39][O:11]2)=[CH:4][CH:3]=1. (6) The yield is 0.950. The reactants are Cl.C[O:3][C:4]1[CH:13]=[CH:12][CH:11]=[C:10]2[C:5]=1[CH2:6][CH2:7][C@H:8]([CH3:14])[NH:9]2.[BrH:15].BrC. The product is [BrH:15].[CH3:14][C@H:8]1[CH2:7][CH2:6][C:5]2[C:4]([OH:3])=[CH:13][CH:12]=[CH:11][C:10]=2[NH:9]1. No catalyst specified.